From a dataset of Reaction yield outcomes from USPTO patents with 853,638 reactions. Predict the reaction yield, written as a fraction of the theoretical maximum amount of product (1.0 means a 100% yield; for example, 0.34 means a 34% yield). (1) The reactants are [CH2:1]([O:5][C:6]1[CH:11]=[C:10]([CH2:12][CH2:13][C:14]([O:16]C)=[O:15])[CH:9]=[CH:8][C:7]=1[C:18]1[CH:23]=[CH:22][CH:21]=[C:20]([CH2:24][N:25]([C:27](=[O:33])[CH2:28][CH2:29][CH2:30][CH2:31][CH3:32])[CH3:26])[CH:19]=1)[CH2:2][CH2:3][CH3:4].[OH-].[Li+]. The catalyst is O1CCCC1. The product is [CH2:1]([O:5][C:6]1[CH:11]=[C:10]([CH2:12][CH2:13][C:14]([OH:16])=[O:15])[CH:9]=[CH:8][C:7]=1[C:18]1[CH:23]=[CH:22][CH:21]=[C:20]([CH2:24][N:25]([C:27](=[O:33])[CH2:28][CH2:29][CH2:30][CH2:31][CH3:32])[CH3:26])[CH:19]=1)[CH2:2][CH2:3][CH3:4]. The yield is 1.00. (2) The reactants are [Br:1][C:2]1[CH:3]=[CH:4][CH:5]=[C:6]2[C:11]=1[N:10]=[C:9](Cl)[N:8]([CH:13]1[CH2:18][CH2:17][O:16][CH2:15][CH2:14]1)[C:7]2=[O:19].[CH3:20][C:21]([NH2:24])([CH3:23])[CH3:22]. The catalyst is CN1C(=O)CCC1.CCOC(C)=O. The product is [Br:1][C:2]1[CH:3]=[CH:4][CH:5]=[C:6]2[C:11]=1[N:10]=[C:9]([NH:24][C:21]([CH3:23])([CH3:22])[CH3:20])[N:8]([CH:13]1[CH2:18][CH2:17][O:16][CH2:15][CH2:14]1)[C:7]2=[O:19]. The yield is 0.124.